From a dataset of Peptide-MHC class I binding affinity with 185,985 pairs from IEDB/IMGT. Regression. Given a peptide amino acid sequence and an MHC pseudo amino acid sequence, predict their binding affinity value. This is MHC class I binding data. (1) The peptide sequence is SAEVVTLWY. The MHC is HLA-A26:01 with pseudo-sequence HLA-A26:01. The binding affinity (normalized) is 0.0847. (2) The peptide sequence is YLLFNHFSV. The MHC is HLA-A02:03 with pseudo-sequence HLA-A02:03. The binding affinity (normalized) is 0.957. (3) The peptide sequence is VYFSPWFFL. The MHC is HLA-A30:01 with pseudo-sequence HLA-A30:01. The binding affinity (normalized) is 0.0847. (4) The binding affinity (normalized) is 0.0352. The MHC is H-2-Kb with pseudo-sequence H-2-Kb. The peptide sequence is FSPQNGQFI. (5) The peptide sequence is VYQFKSVEFD. The MHC is H-2-Db with pseudo-sequence H-2-Db. The binding affinity (normalized) is 0. (6) The MHC is Mamu-A01 with pseudo-sequence Mamu-A01. The binding affinity (normalized) is 0.591. The peptide sequence is ATTNAHCAL.